This data is from Forward reaction prediction with 1.9M reactions from USPTO patents (1976-2016). The task is: Predict the product of the given reaction. (1) Given the reactants C([O:5][C:6](=[O:35])[C:7]([CH3:34])([S:9][C:10]1[CH:33]=[CH:32][C:13]([C:14]([O:16][CH2:17][C:18]2[N:19]=[N:20][N:21]([CH2:23][C:24]3[CH:29]=[CH:28][C:27]([O:30][CH3:31])=[CH:26][CH:25]=3)[CH:22]=2)=[O:15])=[CH:12][CH:11]=1)[CH3:8])(C)(C)C.Cl, predict the reaction product. The product is: [CH3:31][O:30][C:27]1[CH:26]=[CH:25][C:24]([CH2:23][N:21]2[CH:22]=[C:18]([CH2:17][O:16][C:14]([C:13]3[CH:32]=[CH:33][C:10]([S:9][C:7]([CH3:34])([CH3:8])[C:6]([OH:35])=[O:5])=[CH:11][CH:12]=3)=[O:15])[N:19]=[N:20]2)=[CH:29][CH:28]=1. (2) Given the reactants [NH2:1][C:2]1[NH:7][C:6](=[S:8])[C:5]([C:9]#[N:10])=[C:4]([C:11]2[CH:16]=[CH:15][CH:14]=[CH:13][CH:12]=2)[C:3]=1[C:17]#[N:18].[CH3:19][O-].[Na+].CI, predict the reaction product. The product is: [NH2:1][C:2]1[C:3]([C:17]#[N:18])=[C:4]([C:11]2[CH:16]=[CH:15][CH:14]=[CH:13][CH:12]=2)[C:5]([C:9]#[N:10])=[C:6]([S:8][CH3:19])[N:7]=1. (3) Given the reactants C([O:3][C:4](=[O:25])[CH2:5][CH:6]([N:13]1[C:17]2[CH:18]=[CH:19][C:20]([C:22]([OH:24])=[O:23])=[CH:21][C:16]=2[N:15]=[CH:14]1)[C:7]1[CH:12]=[CH:11][CH:10]=[CH:9][CH:8]=1)C.C(#N)C, predict the reaction product. The product is: [C:4]([CH2:5][CH:6]([N:13]1[C:17]2[CH:18]=[CH:19][C:20]([C:22]([OH:24])=[O:23])=[CH:21][C:16]=2[N:15]=[CH:14]1)[C:7]1[CH:8]=[CH:9][CH:10]=[CH:11][CH:12]=1)([OH:25])=[O:3]. (4) Given the reactants [CH3:1][S:2]([C:5]1[CH:17]=[CH:16][C:8]([O:9][CH:10]2[CH2:15][CH2:14][NH:13][CH2:12][CH2:11]2)=[CH:7][CH:6]=1)(=[O:4])=[O:3].[C:18]([N:25]1[CH2:30][CH2:29][C:28](=O)[CH2:27][CH2:26]1)([O:20][C:21]([CH3:24])([CH3:23])[CH3:22])=[O:19].[BH-](OC(C)=O)(OC(C)=O)OC(C)=O.[Na+].[OH-].[Na+], predict the reaction product. The product is: [C:21]([O:20][C:18]([N:25]1[CH2:30][CH2:29][CH:28]([N:13]2[CH2:14][CH2:15][CH:10]([O:9][C:8]3[CH:7]=[CH:6][C:5]([S:2]([CH3:1])(=[O:4])=[O:3])=[CH:17][CH:16]=3)[CH2:11][CH2:12]2)[CH2:27][CH2:26]1)=[O:19])([CH3:24])([CH3:22])[CH3:23]. (5) Given the reactants [Cl:1][C:2]1[CH:3]=[CH:4][C:5]2[N:6]([C:8]([C:11]([C:13]3[CH:18]=[CH:17][C:16]([O:19][CH3:20])=[CH:15][CH:14]=3)=O)=[CH:9][N:10]=2)[N:7]=1.[BH4-].[Na+].O.C([SiH](CC)CC)C, predict the reaction product. The product is: [Cl:1][C:2]1[CH:3]=[CH:4][C:5]2[N:6]([C:8]([CH2:11][C:13]3[CH:18]=[CH:17][C:16]([O:19][CH3:20])=[CH:15][CH:14]=3)=[CH:9][N:10]=2)[N:7]=1. (6) Given the reactants [Si]([O:8][C@H:9]1[CH2:37][CH2:36][C@@:35]2([CH3:38])[C@@H:11]([CH2:12][CH2:13][C:14]3[C:15]4[C@:31]([CH3:39])([CH2:32][CH2:33][C:34]=32)[C@@H:18]([C@H:19]([CH3:30])[CH2:20][CH2:21][CH2:22][NH:23][C:24]2[CH:29]=[CH:28][CH:27]=[CH:26][CH:25]=2)[CH2:17][CH:16]=4)[C:10]1([CH3:41])[CH3:40])(C(C)(C)C)(C)C.C(O)C.Cl, predict the reaction product. The product is: [CH3:41][C:10]1([CH3:40])[C@@H:9]([OH:8])[CH2:37][CH2:36][C@@:35]2([CH3:38])[C@H:11]1[CH2:12][CH2:13][C:14]1[C:15]3[C@:31]([CH3:39])([CH2:32][CH2:33][C:34]=12)[C@@H:18]([C@H:19]([CH3:30])[CH2:20][CH2:21][CH2:22][NH:23][C:24]1[CH:25]=[CH:26][CH:27]=[CH:28][CH:29]=1)[CH2:17][CH:16]=3. (7) Given the reactants [Cl:1][C:2]1[N:7]=[CH:6][C:5]([CH2:8][NH:9][C:10](=[N:12][C:13]#[N:14])[CH3:11])=[CH:4][CH:3]=1.C(=O)([O-])[O-].[Cs+].[Cs+].Br[CH2:22][CH:23]=[C:24]([Cl:26])[Cl:25].[I-].[Cs+], predict the reaction product. The product is: [Cl:1][C:2]1[N:7]=[CH:6][C:5]([CH2:8][N:9]([CH2:22][CH:23]=[C:24]([Cl:26])[Cl:25])[C:10](=[N:12][C:13]#[N:14])[CH3:11])=[CH:4][CH:3]=1. (8) Given the reactants N#N.CCN=C=NCCCN(C)C.Cl.CCN(CC)CC.[CH3:22][O:23][C:24]1[CH:25]=[C:26]([CH2:34][CH2:35][C:36]([OH:38])=O)[CH:27]=[C:28]([O:32][CH3:33])[C:29]=1[O:30][CH3:31].[CH3:39][O:40][C:41](=[O:49])[C:42]1[CH:47]=[CH:46][C:45]([NH2:48])=[CH:44][CH:43]=1, predict the reaction product. The product is: [CH3:39][O:40][C:41](=[O:49])[C:42]1[CH:47]=[CH:46][C:45]([NH:48][C:36](=[O:38])[CH2:35][CH2:34][C:26]2[CH:27]=[C:28]([O:32][CH3:33])[C:29]([O:30][CH3:31])=[C:24]([O:23][CH3:22])[CH:25]=2)=[CH:44][CH:43]=1. (9) Given the reactants [CH2:1]([C@H:8]([NH:31][C:32](=[O:38])[O:33][C:34](C)([CH3:36])[CH3:35])[C@@H:9]([OH:30])[CH:10]([NH:18][S:19]([C:22]1[CH:27]=[CH:26][C:25]([O:28][CH3:29])=[CH:24][CH:23]=1)(=[O:21])=[O:20])[O:11][CH:12]1[CH2:17][CH2:16][CH2:15][CH2:14][CH2:13]1)[C:2]1[CH:7]=[CH:6][CH:5]=[CH:4][CH:3]=1.[C:39](O)(=[O:41])C, predict the reaction product. The product is: [CH2:1]([C@H:8]([NH:31][C:32](=[O:38])[O:33][C@H:34]1[CH2:36][CH2:39][O:41][CH2:35]1)[C@@H:9]([OH:30])[CH:10]([NH:18][S:19]([C:22]1[CH:27]=[CH:26][C:25]([O:28][CH3:29])=[CH:24][CH:23]=1)(=[O:21])=[O:20])[O:11][CH:12]1[CH2:17][CH2:16][CH2:15][CH2:14][CH2:13]1)[C:2]1[CH:7]=[CH:6][CH:5]=[CH:4][CH:3]=1.